Dataset: Forward reaction prediction with 1.9M reactions from USPTO patents (1976-2016). Task: Predict the product of the given reaction. (1) Given the reactants [C:1]([O:5][C:6]([N:8]1[CH2:13][CH2:12][CH:11]([O:14][C:15]2[C:16](Br)=[C:17]3[C:22](=[CH:23][CH:24]=2)[CH:21]=[N:20][CH:19]=[CH:18]3)[CH2:10][CH2:9]1)=[O:7])([CH3:4])([CH3:3])[CH3:2].[B:26]1([B:26]2[O:30][C:29]([CH3:32])([CH3:31])[C:28]([CH3:34])([CH3:33])[O:27]2)[O:30][C:29]([CH3:32])([CH3:31])[C:28]([CH3:34])([CH3:33])[O:27]1.C([O-])([O-])=O.[K+].[K+], predict the reaction product. The product is: [C:1]([O:5][C:6]([N:8]1[CH2:13][CH2:12][CH:11]([O:14][C:15]2[C:16]([B:26]3[O:30][C:29]([CH3:32])([CH3:31])[C:28]([CH3:34])([CH3:33])[O:27]3)=[C:17]3[C:22](=[CH:23][CH:24]=2)[CH:21]=[N:20][CH:19]=[CH:18]3)[CH2:10][CH2:9]1)=[O:7])([CH3:4])([CH3:3])[CH3:2]. (2) Given the reactants [Cr](Cl)([O-])(=O)=O.[NH+]1C=CC=CC=1.[F:12][C:13]1[CH:20]=[C:19]([CH2:21][OH:22])[CH:18]=[CH:17][C:14]=1[C:15]#[N:16], predict the reaction product. The product is: [F:12][C:13]1[CH:20]=[C:19]([CH:21]=[O:22])[CH:18]=[CH:17][C:14]=1[C:15]#[N:16]. (3) Given the reactants [Cl-].O[NH3+:3].[C:4](=[O:7])([O-])[OH:5].[Na+].CS(C)=O.[O:13]=[C:14]1[C:19]([CH2:20][C:21]2[CH:26]=[CH:25][C:24]([C:27]3[C:28]([C:33]#[N:34])=[CH:29][CH:30]=[CH:31][CH:32]=3)=[CH:23][CH:22]=2)=[C:18]([CH2:35][CH2:36][CH3:37])[N:17]2[N:38]=[CH:39][N:40]=[C:16]2[N:15]1[C@H:41]1[CH2:46][CH2:45][C@H:44]([O:47][CH2:48][CH:49]2[CH2:53][CH2:52][CH2:51][O:50]2)[CH2:43][CH2:42]1, predict the reaction product. The product is: [O:7]=[C:4]1[O:5][N:3]=[C:33]([C:28]2[CH:29]=[CH:30][CH:31]=[CH:32][C:27]=2[C:24]2[CH:23]=[CH:22][C:21]([CH2:20][C:19]3[C:14](=[O:13])[N:15]([C@H:41]4[CH2:46][CH2:45][C@H:44]([O:47][CH2:48][CH:49]5[CH2:53][CH2:52][CH2:51][O:50]5)[CH2:43][CH2:42]4)[C:16]4[N:17]([N:38]=[CH:39][N:40]=4)[C:18]=3[CH2:35][CH2:36][CH3:37])=[CH:26][CH:25]=2)[NH:34]1. (4) Given the reactants [CH3:1][C:2]1[CH:14]=[CH:13][C:5]([CH2:6][CH:7]2[CH2:12][CH2:11][NH:10][CH2:9][CH2:8]2)=[CH:4][CH:3]=1.[Cl:15][CH2:16][C:17](Cl)=[O:18], predict the reaction product. The product is: [Cl:15][CH2:16][C:17]([N:10]1[CH2:11][CH2:12][CH:7]([CH2:6][C:5]2[CH:4]=[CH:3][C:2]([CH3:1])=[CH:14][CH:13]=2)[CH2:8][CH2:9]1)=[O:18]. (5) Given the reactants [Cl:1][C:2]1[CH:10]=[CH:9][C:8]([C:11]2[N:12]([C:22]([O:24][C:25]([CH3:28])([CH3:27])[CH3:26])=[O:23])[C:13]3[C:18]([CH:19]=2)=[CH:17][C:16]([CH:20]=O)=[CH:15][CH:14]=3)=[C:7]2[C:3]=1[CH2:4][NH:5][C:6]2=[O:29].Cl.[F:31][CH2:32][CH2:33][NH2:34].C(O[BH-](OC(=O)C)OC(=O)C)(=O)C.[Na+], predict the reaction product. The product is: [Cl:1][C:2]1[CH:10]=[CH:9][C:8]([C:11]2[N:12]([C:22]([O:24][C:25]([CH3:28])([CH3:27])[CH3:26])=[O:23])[C:13]3[C:18]([CH:19]=2)=[CH:17][C:16]([CH2:20][NH:34][CH2:33][CH2:32][F:31])=[CH:15][CH:14]=3)=[C:7]2[C:3]=1[CH2:4][NH:5][C:6]2=[O:29]. (6) Given the reactants [Br:1][C:2]1[CH:7]=[CH:6][C:5]([C:8](=[O:18])[CH2:9][S:10][C:11]2[CH:16]=[CH:15][C:14]([Br:17])=[CH:13][CH:12]=2)=[CH:4][CH:3]=1.[CH3:19][O:20][C:21]1[CH:28]=[C:27]([O:29][CH3:30])[CH:26]=[C:25]([O:31][CH3:32])[C:22]=1[CH:23]=O, predict the reaction product. The product is: [Br:1][C:2]1[CH:3]=[CH:4][C:5]([C:8](=[O:18])/[C:9](/[S:10][C:11]2[CH:16]=[CH:15][C:14]([Br:17])=[CH:13][CH:12]=2)=[CH:23]\[C:22]2[C:25]([O:31][CH3:32])=[CH:26][C:27]([O:29][CH3:30])=[CH:28][C:21]=2[O:20][CH3:19])=[CH:6][CH:7]=1. (7) Given the reactants [CH3:1][O:2][C:3]1[CH:4]=[C:5]([CH:16]=[CH:17][C:18]=1[O:19][CH3:20])[O:6][CH2:7][C:8]1[O:12][N:11]=[C:10]([C:13]([OH:15])=O)[CH:9]=1.C(N(CC)CC)C.Cl.C(N=C=NCCCN(C)C)C.ON1C2C=CC=CC=2N=N1.[O:50]1[CH2:54][CH2:53][CH:52]([CH2:55][NH2:56])[CH2:51]1, predict the reaction product. The product is: [O:50]1[CH2:54][CH2:53][CH:52]([CH2:55][NH:56][C:13]([C:10]2[CH:9]=[C:8]([CH2:7][O:6][C:5]3[CH:16]=[CH:17][C:18]([O:19][CH3:20])=[C:3]([O:2][CH3:1])[CH:4]=3)[O:12][N:11]=2)=[O:15])[CH2:51]1. (8) Given the reactants C(OC([N:8]([CH2:41][C@H:42]([O:49][Si](C(C)(C)C)(C)C)[C:43]1[CH:44]=[N:45][CH:46]=[CH:47][CH:48]=1)[CH2:9][CH2:10][C:11]1[CH:16]=[CH:15][C:14]([C:17]2[CH:22]=[CH:21][C:20]([C:23]([NH:25][S:26]([CH2:29][CH2:30][C:31]([OH:33])=[O:32])(=[O:28])=[O:27])=[O:24])=[C:19]([O:34][CH:35]3[CH2:40][CH2:39][CH2:38][CH2:37][CH2:36]3)[CH:18]=2)=[CH:13][CH:12]=1)=O)(C)(C)C.[ClH:57], predict the reaction product. The product is: [ClH:57].[ClH:57].[CH:35]1([O:34][C:19]2[CH:18]=[C:17]([C:14]3[CH:13]=[CH:12][C:11]([CH2:10][CH2:9][NH:8][CH2:41][C@H:42]([OH:49])[C:43]4[CH:44]=[N:45][CH:46]=[CH:47][CH:48]=4)=[CH:16][CH:15]=3)[CH:22]=[CH:21][C:20]=2[C:23]([NH:25][S:26]([CH2:29][CH2:30][C:31]([OH:33])=[O:32])(=[O:27])=[O:28])=[O:24])[CH2:36][CH2:37][CH2:38][CH2:39][CH2:40]1. (9) Given the reactants [CH3:1][O:2][C:3]1[CH:4]=[CH:5][C:6]([CH2:10][CH:11]2[CH2:16][CH2:15][S:14][CH2:13][CH2:12]2)=[C:7]([CH:9]=1)[NH2:8].C(N(CC)CC)C.[F:24][C:25]([F:36])([F:35])[C:26](O[C:26](=[O:27])[C:25]([F:36])([F:35])[F:24])=[O:27].O, predict the reaction product. The product is: [F:24][C:25]([F:36])([F:35])[C:26]([NH:8][C:7]1[CH:9]=[C:3]([O:2][CH3:1])[CH:4]=[CH:5][C:6]=1[CH2:10][CH:11]1[CH2:16][CH2:15][S:14][CH2:13][CH2:12]1)=[O:27]. (10) Given the reactants [O:1]1[C:10]2[C:5](=[CH:6][CH:7]=[CH:8][CH:9]=2)[CH2:4]CC1.[CH:11]1[CH:16]=[C:15]([CH:17]=O)[C:14](O)=[CH:13][CH:12]=1, predict the reaction product. The product is: [CH2:6]1[CH2:4][CH2:5][CH:10]2[O:1][CH:9]2[CH2:8][CH2:7]1.[CH:15]1[CH2:17][CH2:14][CH2:13][CH:12]=[CH:11][CH:16]=1.